This data is from Catalyst prediction with 721,799 reactions and 888 catalyst types from USPTO. The task is: Predict which catalyst facilitates the given reaction. (1) Reactant: [NH2:1][C:2]1[CH:3]=[C:4]2[C:8](=[CH:9][CH:10]=1)[CH2:7][N:6]([C:11]([NH:13][C:14]1[CH:19]=[CH:18][C:17]([C:20](=[O:25])[NH:21][CH2:22][CH2:23][CH3:24])=[CH:16][CH:15]=1)=[O:12])[CH2:5]2.C(N(CC)C(C)C)(C)C.[C:35](Cl)(=[O:37])[CH3:36]. Product: [C:35]([NH:1][C:2]1[CH:3]=[C:4]2[C:8](=[CH:9][CH:10]=1)[CH2:7][N:6]([C:11]([NH:13][C:14]1[CH:19]=[CH:18][C:17]([C:20](=[O:25])[NH:21][CH2:22][CH2:23][CH3:24])=[CH:16][CH:15]=1)=[O:12])[CH2:5]2)(=[O:37])[CH3:36]. The catalyst class is: 9. (2) Reactant: [CH3:1][O:2][C:3]([C:5]1[CH:6]=[C:7]2[C:12](=[C:13]([C:15]3[N:16]([C:20]([O:22][C:23]([CH3:26])([CH3:25])[CH3:24])=[O:21])[CH:17]=[CH:18][CH:19]=3)[CH:14]=1)[O:11][C:10]([N:27]1[CH2:32][CH2:31][O:30][CH2:29][CH2:28]1)=[CH:9][C:8]2=[O:33])=[O:4]. Product: [CH3:1][O:2][C:3]([C:5]1[CH:6]=[C:7]2[C:12](=[C:13]([CH:15]3[CH2:19][CH2:18][CH2:17][N:16]3[C:20]([O:22][C:23]([CH3:26])([CH3:24])[CH3:25])=[O:21])[CH:14]=1)[O:11][C:10]([N:27]1[CH2:32][CH2:31][O:30][CH2:29][CH2:28]1)=[CH:9][C:8]2=[O:33])=[O:4]. The catalyst class is: 847. (3) Reactant: C([O-])(C)C.C([O-])(C)C.C([O-])(C)C.[Al+3:13].C(OCCOCCO)CCC.COC1C=CC(O)=CC=1.[C:34]([OH:38])(=[O:37])[CH:35]=[CH2:36]. Product: [C:34]([O-:38])(=[O:37])[CH:35]=[CH2:36].[C:34]([O-:38])(=[O:37])[CH:35]=[CH2:36].[C:34]([O-:38])(=[O:37])[CH:35]=[CH2:36].[Al+3:13]. The catalyst class is: 32. (4) Reactant: [F:1][C:2]1[CH:10]=[C:9]2[C:5]([C:6]([C:20]3[CH:30]=[CH:29][C:23]4[N:24]=[C:25]([CH:27]=[CH2:28])[O:26][C:22]=4[CH:21]=3)=[CH:7][N:8]2S(C2C=CC=CC=2)(=O)=O)=[CH:4][CH:3]=1.[CH3:31][C@@H:32]1[CH2:37][NH:36][CH2:35][C@@H:34]([CH3:38])[NH:33]1.[OH-].[Na+]. Product: [CH3:31][C@H:32]1[NH:33][C@H:34]([CH3:38])[CH2:35][N:36]([CH2:28][CH2:27][C:25]2[O:26][C:22]3[CH:21]=[C:20]([C:6]4[C:5]5[C:9](=[CH:10][C:2]([F:1])=[CH:3][CH:4]=5)[NH:8][CH:7]=4)[CH:30]=[CH:29][C:23]=3[N:24]=2)[CH2:37]1. The catalyst class is: 5.